This data is from Peptide-MHC class I binding affinity with 185,985 pairs from IEDB/IMGT. The task is: Regression. Given a peptide amino acid sequence and an MHC pseudo amino acid sequence, predict their binding affinity value. This is MHC class I binding data. (1) The peptide sequence is KQINPPTVY. The MHC is HLA-B08:03 with pseudo-sequence HLA-B08:03. The binding affinity (normalized) is 0.0847. (2) The peptide sequence is AVVKSDNKL. The MHC is HLA-A68:02 with pseudo-sequence HLA-A68:02. The binding affinity (normalized) is 0. (3) The peptide sequence is RFPLTFGW. The MHC is HLA-B27:05 with pseudo-sequence HLA-B27:05. The binding affinity (normalized) is 0. (4) The peptide sequence is PSKKHWLGK. The MHC is HLA-B46:01 with pseudo-sequence HLA-B46:01. The binding affinity (normalized) is 0.0847. (5) The peptide sequence is SCQGSDDIRK. The MHC is HLA-A33:01 with pseudo-sequence HLA-A33:01. The binding affinity (normalized) is 0. (6) The peptide sequence is EVIPMFSAL. The MHC is HLA-B08:01 with pseudo-sequence HLA-B08:01. The binding affinity (normalized) is 0.209.